Dataset: Catalyst prediction with 721,799 reactions and 888 catalyst types from USPTO. Task: Predict which catalyst facilitates the given reaction. (1) Reactant: [Cl:1][C:2]1[CH:7]=[CH:6][N:5]=[C:4]([CH2:8][NH:9][C:10]2[O:11][C:12]3[C:18]([O:19][CH3:20])=[CH:17][C:16]([C:21]([OH:23])=O)=[CH:15][C:13]=3[N:14]=2)[CH:3]=1.[CH2:24]([O:26][C@H:27]1[CH2:31][NH:30][CH:29]([CH2:32][OH:33])[CH2:28]1)[CH3:25].C(N(CC)C(C)C)(C)C.CN(C(ON1N=NC2C=CC=NC1=2)=[N+](C)C)C.F[P-](F)(F)(F)(F)F. Product: [Cl:1][C:2]1[CH:7]=[CH:6][N:5]=[C:4]([CH2:8][NH:9][C:10]2[O:11][C:12]3[C:18]([O:19][CH3:20])=[CH:17][C:16]([C:21]([N:30]4[CH2:31][C@H:27]([O:26][CH2:24][CH3:25])[CH2:28][CH:29]4[CH2:32][OH:33])=[O:23])=[CH:15][C:13]=3[N:14]=2)[CH:3]=1. The catalyst class is: 9. (2) Reactant: [CH:1]([C:4]1[C:9]([CH2:10][NH2:11])=[CH:8][N:7]=[CH:6][N:5]=1)([CH3:3])[CH3:2].[C:12](O[C:12]([O:14][C:15]([CH3:18])([CH3:17])[CH3:16])=[O:13])([O:14][C:15]([CH3:18])([CH3:17])[CH3:16])=[O:13].C(N(CC)CC)C.C(OCC)(=O)C. Product: [C:15]([O:14][C:12](=[O:13])[NH:11][CH2:10][C:9]1[C:4]([CH:1]([CH3:3])[CH3:2])=[N:5][CH:6]=[N:7][CH:8]=1)([CH3:18])([CH3:17])[CH3:16]. The catalyst class is: 1. (3) Reactant: Br[C:2]1[CH:7]=[CH:6][C:5]([Br:8])=[CH:4][N:3]=1.[CH2:9]([OH:16])[C:10]1[CH:15]=[CH:14][CH:13]=[CH:12][CH:11]=1.[OH-].[K+].C1OCCOC2C(=CC=CC=2)OCCOCCOC2C(=CC=CC=2)OC1. Product: [CH2:9]([O:16][C:2]1[CH:7]=[CH:6][C:5]([Br:8])=[CH:4][N:3]=1)[C:10]1[CH:15]=[CH:14][CH:13]=[CH:12][CH:11]=1. The catalyst class is: 93. (4) Reactant: [Br:1][C:2]1[CH:3]=[C:4]([CH2:19][C:20]([O:22]C)=[O:21])[CH:5]=[CH:6][C:7]=1[NH:8][C:9]([NH:11][C:12]1[CH:17]=[CH:16][CH:15]=[CH:14][C:13]=1[Cl:18])=[O:10].[OH-].[Na+]. Product: [Br:1][C:2]1[CH:3]=[C:4]([CH2:19][C:20]([OH:22])=[O:21])[CH:5]=[CH:6][C:7]=1[NH:8][C:9]([NH:11][C:12]1[CH:17]=[CH:16][CH:15]=[CH:14][C:13]=1[Cl:18])=[O:10]. The catalyst class is: 1.